Regression. Given a peptide amino acid sequence and an MHC pseudo amino acid sequence, predict their binding affinity value. This is MHC class I binding data. From a dataset of Peptide-MHC class I binding affinity with 185,985 pairs from IEDB/IMGT. (1) The peptide sequence is RMRGAHTNDV. The MHC is HLA-B40:02 with pseudo-sequence HLA-B40:02. The binding affinity (normalized) is 0. (2) The peptide sequence is LANPTADDF. The MHC is HLA-A02:19 with pseudo-sequence HLA-A02:19. The binding affinity (normalized) is 0.0847. (3) The MHC is HLA-A11:01 with pseudo-sequence HLA-A11:01. The binding affinity (normalized) is 0.0847. The peptide sequence is EKLKKKSAF. (4) The peptide sequence is YEEAGRGSM. The MHC is HLA-B08:01 with pseudo-sequence HLA-B08:01. The binding affinity (normalized) is 0.213. (5) The binding affinity (normalized) is 0.0847. The peptide sequence is KPKVASEAF. The MHC is HLA-A02:01 with pseudo-sequence HLA-A02:01. (6) The peptide sequence is LILFISIPF. The MHC is HLA-A32:01 with pseudo-sequence HLA-A32:01. The binding affinity (normalized) is 0.701. (7) The peptide sequence is IYQEPFKNLK. The MHC is HLA-A31:01 with pseudo-sequence HLA-A31:01. The binding affinity (normalized) is 0.319.